The task is: Regression/Classification. Given a drug SMILES string, predict its absorption, distribution, metabolism, or excretion properties. Task type varies by dataset: regression for continuous measurements (e.g., permeability, clearance, half-life) or binary classification for categorical outcomes (e.g., BBB penetration, CYP inhibition). Dataset: b3db_classification.. This data is from Blood-brain barrier permeability classification from the B3DB database. (1) The compound is O=C1N[C@@H](CCCl)Oc2ccccc21. The result is 1 (penetrates BBB). (2) The compound is C[C@@]1(Cn2ccnn2)[C@H](C(=O)O)N2C(=O)C[C@H]2S1(=O)=O. The result is 0 (does not penetrate BBB).